Task: Predict the product of the given reaction.. Dataset: Forward reaction prediction with 1.9M reactions from USPTO patents (1976-2016) (1) Given the reactants [NH2:1][C:2]1[N:27]=[C:5]2[CH:6]=[CH:7][C:8]([O:10][C:11]3[CH:12]=[C:13]([NH:17][C:18]([C:20]4[C:25]([CH3:26])=[CH:24][CH:23]=[CH:22][N:21]=4)=[O:19])[CH:14]=[CH:15][CH:16]=3)=[CH:9][N:4]2[N:3]=1.[C:28](Cl)(=[O:31])[CH2:29][CH3:30], predict the reaction product. The product is: [CH3:26][C:25]1[C:20]([C:18]([NH:17][C:13]2[CH:14]=[CH:15][CH:16]=[C:11]([O:10][C:8]3[CH:7]=[CH:6][C:5]4[N:4]([N:3]=[C:2]([NH:1][C:28](=[O:31])[CH2:29][CH3:30])[N:27]=4)[CH:9]=3)[CH:12]=2)=[O:19])=[N:21][CH:22]=[CH:23][CH:24]=1. (2) Given the reactants [CH3:1][N:2]1[CH:6]=[C:5]([C:7]2[CH:12]=[CH:11][C:10]([OH:13])=[C:9]([N+:14]([O-:16])=[O:15])[CH:8]=2)[CH:4]=[N:3]1.[Br:17]Br, predict the reaction product. The product is: [Br:17][C:11]1[CH:12]=[C:7]([C:5]2[CH:4]=[N:3][N:2]([CH3:1])[CH:6]=2)[CH:8]=[C:9]([N+:14]([O-:16])=[O:15])[C:10]=1[OH:13]. (3) Given the reactants [CH2:1]([O:8][C:9]1[CH:10]=[CH:11][C:12]([CH:15]2[CH2:20][CH2:19][C:18](=O)[CH2:17][CH2:16]2)=[N:13][CH:14]=1)[C:2]1[CH:7]=[CH:6][CH:5]=[CH:4][CH:3]=1.C([O-])(=O)C.[NH4+].[BH3-]C#[N:29].[Na+].[C:31]1([CH2:37][CH2:38][C:39]([OH:41])=O)[CH:36]=[CH:35][CH:34]=[CH:33][CH:32]=1.CCN=C=NCCCN(C)C.C1C=CC2N(O)N=NC=2C=1.C([O-])(O)=O.[Na+], predict the reaction product. The product is: [CH2:1]([O:8][C:9]1[CH:10]=[CH:11][C:12]([C@H:15]2[CH2:20][CH2:19][C@H:18]([NH:29][C:39](=[O:41])[CH2:38][CH2:37][C:31]3[CH:36]=[CH:35][CH:34]=[CH:33][CH:32]=3)[CH2:17][CH2:16]2)=[N:13][CH:14]=1)[C:2]1[CH:7]=[CH:6][CH:5]=[CH:4][CH:3]=1. (4) Given the reactants [CH:1]1([CH2:4][O:5][C:6]2[N:11]=[C:10]([C:12]([OH:14])=O)[CH:9]=[CH:8][C:7]=2[C:15]([F:18])([F:17])[F:16])[CH2:3][CH2:2]1.Cl.[NH2:20][C:21]([CH2:29][CH3:30])([CH2:27][CH3:28])[C:22]([O:24][CH2:25][CH3:26])=[O:23], predict the reaction product. The product is: [CH2:25]([O:24][C:22](=[O:23])[C:21]([NH:20][C:12]([C:10]1[CH:9]=[CH:8][C:7]([C:15]([F:18])([F:17])[F:16])=[C:6]([O:5][CH2:4][CH:1]2[CH2:2][CH2:3]2)[N:11]=1)=[O:14])([CH2:29][CH3:30])[CH2:27][CH3:28])[CH3:26]. (5) Given the reactants [C:1]1([C:7]2[N:8]=[C:9]([NH2:18])[S:10][C:11]=2[C:12]2[CH:17]=[CH:16][CH:15]=[CH:14][CH:13]=2)[CH:6]=[CH:5][CH:4]=[CH:3][CH:2]=1.[CH3:19][C:20]1[CH:28]=[CH:27][C:23]([C:24](Cl)=[O:25])=[CH:22][CH:21]=1.C(N(CC)CC)C, predict the reaction product. The product is: [C:1]1([C:7]2[N:8]=[C:9]([NH:18][C:24](=[O:25])[C:23]3[CH:27]=[CH:28][C:20]([CH3:19])=[CH:21][CH:22]=3)[S:10][C:11]=2[C:12]2[CH:13]=[CH:14][CH:15]=[CH:16][CH:17]=2)[CH:2]=[CH:3][CH:4]=[CH:5][CH:6]=1. (6) Given the reactants N([O-])=O.[Na+].N[C:6]1[CH:14]=[CH:13][C:9]([C:10]([OH:12])=[O:11])=[CH:8][C:7]=1[N+:15]([O-:17])=[O:16].[S-:18][C:19]#[N:20].[K+], predict the reaction product. The product is: [N+:15]([C:7]1[CH:8]=[C:9]([CH:13]=[CH:14][C:6]=1[S:18][C:19]#[N:20])[C:10]([OH:12])=[O:11])([O-:17])=[O:16]. (7) The product is: [F:1][C:2]1[CH:9]=[CH:8][C:7]([O:10][CH3:11])=[CH:6][C:3]=1[CH:4]=[CH:31][C:32]([O:34][CH2:35][CH3:36])=[O:33]. Given the reactants [F:1][C:2]1[CH:9]=[CH:8][C:7]([O:10][CH3:11])=[CH:6][C:3]=1[CH:4]=O.C1(P(=[CH:31][C:32]([O:34][CH2:35][CH3:36])=[O:33])(C2C=CC=CC=2)C2C=CC=CC=2)C=CC=CC=1, predict the reaction product.